Dataset: Forward reaction prediction with 1.9M reactions from USPTO patents (1976-2016). Task: Predict the product of the given reaction. (1) Given the reactants [N+:1]([C:4]1[C:5]([NH:10][C@H:11]([CH2:16][C:17]#[CH:18])[C:12](OC)=[O:13])=[N:6][CH:7]=[CH:8][CH:9]=1)([O-])=O.[Cl-].[NH4+].CCN(CC)CC.CCOC(C)=O, predict the reaction product. The product is: [CH2:16]([C@@H:11]1[C:12](=[O:13])[NH:1][C:4]2[CH:9]=[CH:8][CH:7]=[N:6][C:5]=2[NH:10]1)[C:17]#[CH:18]. (2) Given the reactants N[C:2]1[CH:7]=[C:6]([CH3:8])[C:5]([Br:9])=[C:4]([CH3:10])[N:3]=1.N([O-])=O.[Na+].[H+].[B-](F)(F)(F)[F:17], predict the reaction product. The product is: [Br:9][C:5]1[C:4]([CH3:10])=[N:3][C:2]([F:17])=[CH:7][C:6]=1[CH3:8]. (3) Given the reactants [NH:1]1[CH2:9][CH2:8][NH:7][CH2:6][CH2:5][NH:4][CH2:3][CH2:2]1.OC(C(F)(F)F)=O.Br[CH2:18][C:19]([NH2:21])=[O:20].C([O-])([O-])=O.[K+].[K+], predict the reaction product. The product is: [N:1]1([CH2:18][C:19]([NH2:21])=[O:20])[CH2:9][CH2:8][NH:7][CH2:6][CH2:5][NH:4][CH2:3][CH2:2]1. (4) Given the reactants [CH:1]1([CH2:6][C@H:7]([N:11]2[CH2:15][C:14]([O:16][CH3:17])=[CH:13][C:12]2=[O:18])[C:8]([OH:10])=O)[CH2:5][CH2:4][CH2:3][CH2:2]1.C(Cl)(=O)C(Cl)=O.[N:25]1[CH:30]=[CH:29][N:28]=[CH:27][C:26]=1[NH2:31].C(N(CC)C(C)C)(C)C, predict the reaction product. The product is: [CH:1]1([CH2:6][C@H:7]([N:11]2[CH2:15][C:14]([O:16][CH3:17])=[CH:13][C:12]2=[O:18])[C:8]([NH:31][C:26]2[CH:27]=[N:28][CH:29]=[CH:30][N:25]=2)=[O:10])[CH2:2][CH2:3][CH2:4][CH2:5]1. (5) Given the reactants [CH3:1][C:2]1[C:10]2[C:5](=[N:6][CH:7]=[CH:8][CH:9]=2)[S:4][C:3]=1[CH:11]=[O:12].[CH:13]1([Mg]Br)[CH2:18][CH2:17][CH2:16][CH2:15][CH2:14]1.[Cl-].[NH4+].C[N+]1([O-])CCOCC1, predict the reaction product. The product is: [CH:13]1([C:11]([C:3]2[S:4][C:5]3=[N:6][CH:7]=[CH:8][CH:9]=[C:10]3[C:2]=2[CH3:1])=[O:12])[CH2:18][CH2:17][CH2:16][CH2:15][CH2:14]1. (6) Given the reactants Br[C:2]1[S:10][C:9]2[C:8]([Cl:11])=[N:7][CH:6]=[N:5][C:4]=2[CH:3]=1.[CH3:12][CH:13]([N:16]1[C:24](=[O:25])[C:23]2[C:18](=[CH:19][CH:20]=[CH:21][CH:22]=2)[C:17]1=[O:26])[C:14]#[CH:15].C(N(CC)CC)C, predict the reaction product. The product is: [Cl:11][C:8]1[C:9]2[S:10][C:2]([C:15]#[C:14][CH:13]([N:16]3[C:24](=[O:25])[C:23]4[C:18](=[CH:19][CH:20]=[CH:21][CH:22]=4)[C:17]3=[O:26])[CH3:12])=[CH:3][C:4]=2[N:5]=[CH:6][N:7]=1. (7) Given the reactants [F:1][C:2]1[C:3]([CH2:16][CH2:17][C:18]2[S:19][CH:20]=[C:21]([CH:23]([CH3:25])[CH3:24])[N:22]=2)=[CH:4][C:5]([NH:8]C(=O)OC(C)(C)C)=[N:6][CH:7]=1.FC(F)(F)C(O)=O, predict the reaction product. The product is: [F:1][C:2]1[C:3]([CH2:16][CH2:17][C:18]2[S:19][CH:20]=[C:21]([CH:23]([CH3:25])[CH3:24])[N:22]=2)=[CH:4][C:5]([NH2:8])=[N:6][CH:7]=1.